Dataset: Reaction yield outcomes from USPTO patents with 853,638 reactions. Task: Predict the reaction yield, written as a fraction of the theoretical maximum amount of product (1.0 means a 100% yield; for example, 0.34 means a 34% yield). (1) The reactants are [N+]([C:4]1[CH:33]=[CH:32][CH:31]=[CH:30][C:5]=1[C:6]([NH:8][CH:9]([C:11]1[N:16]=[N:15][C:14]([NH:17][C:18]2[CH:23]=[C:22]([O:24][CH3:25])[C:21]([O:26][CH3:27])=[C:20]([O:28][CH3:29])[CH:19]=2)=[N:13][CH:12]=1)[CH3:10])=[O:7])([O-])=O.NC(C1N=NC(NC2C=C(OC)C(OC)=C(OC)C=2)=NC=1)C.[C:56]([O:59]C1C=CC=CC=1C(Cl)=O)(=[O:58])[CH3:57].C(N(CC)CC)C. The catalyst is O1CCCC1. The product is [C:56]([O:59][C:4]1[CH:33]=[CH:32][CH:31]=[CH:30][C:5]=1[C:6]([NH:8][CH:9]([C:11]1[N:16]=[N:15][C:14]([NH:17][C:18]2[CH:19]=[C:20]([O:28][CH3:29])[C:21]([O:26][CH3:27])=[C:22]([O:24][CH3:25])[CH:23]=2)=[N:13][CH:12]=1)[CH3:10])=[O:7])(=[O:58])[CH3:57]. The yield is 0.950. (2) The reactants are O[CH2:2][CH2:3][CH2:4][N:5]1[CH2:10][CH2:9][N:8]([C:11]([O:13][C:14]([CH3:17])([CH3:16])[CH3:15])=[O:12])[CH2:7][CH2:6]1.C1C=CC(P(C2C=CC=CC=2)C2C=CC=CC=2)=CC=1.[I:37]I.N1C=CN=C1. The catalyst is C(Cl)Cl. The product is [I:37][CH2:2][CH2:3][CH2:4][N:5]1[CH2:10][CH2:9][N:8]([C:11]([O:13][C:14]([CH3:17])([CH3:16])[CH3:15])=[O:12])[CH2:7][CH2:6]1. The yield is 0.500. (3) The reactants are Cl[C:2]1[CH:7]=[CH:6][C:5]([N+:8]([O-:10])=[O:9])=[CH:4][N:3]=1.[Cl:11][C:12]1[CH:13]=[C:14]([OH:19])[CH:15]=[CH:16][C:17]=1[F:18].[H-].[Na+]. The catalyst is CN(C=O)C. The product is [Cl:11][C:12]1[CH:13]=[C:14]([CH:15]=[CH:16][C:17]=1[F:18])[O:19][C:2]1[CH:7]=[CH:6][C:5]([N+:8]([O-:10])=[O:9])=[CH:4][N:3]=1. The yield is 0.540. (4) The reactants are [CH3:1][C:2]1[CH:3]=[CH:4][C:5]2[CH:10]=[N:9][C:8](SC)=[N:7][C:6]=2[N:13]=1.[CH3:14][O:15][CH2:16][CH2:17][NH2:18]. The catalyst is CCOC(C)=O. The product is [CH3:14][O:15][CH2:16][CH2:17][NH:18][C:8]1[N:9]=[CH:10][C:5]2[CH:4]=[CH:3][C:2]([CH3:1])=[N:13][C:6]=2[N:7]=1. The yield is 0.910.